Dataset: Reaction yield outcomes from USPTO patents with 853,638 reactions. Task: Predict the reaction yield, written as a fraction of the theoretical maximum amount of product (1.0 means a 100% yield; for example, 0.34 means a 34% yield). (1) The reactants are F[C:2]1[CH:11]=[C:10]2[C:5]([CH:6]=[CH:7][NH:8][C:9]2=[O:12])=[CH:4][C:3]=1[O:13][CH3:14].CS(O)(=O)=O.[CH3:20][OH:21]. No catalyst specified. The product is [CH3:20][O:21][C:6]1[C:5]2[C:10](=[CH:11][CH:2]=[C:3]([O:13][CH3:14])[CH:4]=2)[C:9](=[O:12])[NH:8][CH:7]=1. The yield is 0.488. (2) The reactants are [CH3:1][CH:2]([CH3:18])[C:3]([NH:5][C:6]1[CH:11]=[CH:10][CH:9]=[C:8]([CH:12]2[CH2:17][CH2:16][NH:15][CH2:14][CH2:13]2)[CH:7]=1)=[O:4].Cl[CH2:20][CH2:21][C@H:22]([O:29][C:30]1(OC2C=CC=CC=2)[CH:35]=[CH:34][CH:33]=[CH:32][CH2:31]1)[C:23]1[CH:28]=[CH:27][CH:26]=[CH:25][CH:24]=1.[C:43](=[O:46])([O-])[O-].[K+].[K+].[I-].[Na+]. The catalyst is CN(C=O)C.O. The product is [CH3:1][CH:2]([CH3:18])[C:3]([NH:5][C:6]1[CH:11]=[CH:10][CH:9]=[C:8]([CH:12]2[CH2:17][CH2:16][N:15]([CH2:20][CH2:21][C@H:22]([O:29][C:30]3[CH:31]=[CH:32][C:33]([O:46][C:43]4[CH:10]=[CH:11][CH:6]=[CH:7][CH:8]=4)=[CH:34][CH:35]=3)[C:23]3[CH:24]=[CH:25][CH:26]=[CH:27][CH:28]=3)[CH2:14][CH2:13]2)[CH:7]=1)=[O:4]. The yield is 0.746.